Dataset: NCI-60 drug combinations with 297,098 pairs across 59 cell lines. Task: Regression. Given two drug SMILES strings and cell line genomic features, predict the synergy score measuring deviation from expected non-interaction effect. (1) Drug 1: CC12CCC(CC1=CCC3C2CCC4(C3CC=C4C5=CN=CC=C5)C)O. Drug 2: CN(CCCl)CCCl.Cl. Cell line: HL-60(TB). Synergy scores: CSS=45.2, Synergy_ZIP=9.08, Synergy_Bliss=12.0, Synergy_Loewe=-17.9, Synergy_HSA=7.29. (2) Drug 1: C1CN1C2=NC(=NC(=N2)N3CC3)N4CC4. Drug 2: CCC1(CC2CC(C3=C(CCN(C2)C1)C4=CC=CC=C4N3)(C5=C(C=C6C(=C5)C78CCN9C7C(C=CC9)(C(C(C8N6C)(C(=O)OC)O)OC(=O)C)CC)OC)C(=O)OC)O.OS(=O)(=O)O. Cell line: T-47D. Synergy scores: CSS=22.0, Synergy_ZIP=-7.92, Synergy_Bliss=1.11, Synergy_Loewe=0.597, Synergy_HSA=1.13. (3) Drug 1: CCC1(CC2CC(C3=C(CCN(C2)C1)C4=CC=CC=C4N3)(C5=C(C=C6C(=C5)C78CCN9C7C(C=CC9)(C(C(C8N6C)(C(=O)OC)O)OC(=O)C)CC)OC)C(=O)OC)O.OS(=O)(=O)O. Drug 2: C1=NC(=NC(=O)N1C2C(C(C(O2)CO)O)O)N. Cell line: T-47D. Synergy scores: CSS=11.7, Synergy_ZIP=-4.83, Synergy_Bliss=1.38, Synergy_Loewe=1.57, Synergy_HSA=1.66.